From a dataset of Forward reaction prediction with 1.9M reactions from USPTO patents (1976-2016). Predict the product of the given reaction. (1) Given the reactants [Cl:1][C:2]1[CH:3]=[C:4]2[C:9](=[CH:10][C:11]=1[Cl:12])[C:8]([CH3:14])([CH3:13])[C:7](=[O:15])[C:6]([C:16](OCC)=[O:17])=[C:5]2[OH:21].C(N(C(C)C)C(C)C)C.Cl.[NH2:32][CH2:33][C:34]([O:36][C:37]([CH3:40])([CH3:39])[CH3:38])=[O:35], predict the reaction product. The product is: [Cl:1][C:2]1[CH:3]=[C:4]2[C:9](=[CH:10][C:11]=1[Cl:12])[C:8]([CH3:13])([CH3:14])[C:7](=[O:15])[C:6]([C:16]([NH:32][CH2:33][C:34]([O:36][C:37]([CH3:40])([CH3:39])[CH3:38])=[O:35])=[O:17])=[C:5]2[OH:21]. (2) Given the reactants Br[C:2]1[CH:22]=[C:21]([CH3:23])[C:5]([O:6][C:7]2[C:12]([CH3:13])=[C:11]([NH:14][CH:15]([CH2:18][CH3:19])[CH2:16][CH3:17])[CH:10]=[C:9]([CH3:20])[N:8]=2)=[C:4]([CH3:24])[CH:3]=1.C([Li])CCC.N([F:49])(S(C1C=CC=CC=1)(=O)=O)S(C1C=CC=CC=1)(=O)=O, predict the reaction product. The product is: [CH2:16]([CH:15]([NH:14][C:11]1[CH:10]=[C:9]([CH3:20])[N:8]=[C:7]([O:6][C:5]2[C:21]([CH3:23])=[CH:22][C:2]([F:49])=[CH:3][C:4]=2[CH3:24])[C:12]=1[CH3:13])[CH2:18][CH3:19])[CH3:17]. (3) Given the reactants Cl.C([N:9]([CH2:31][C@H:32]([OH:42])[C:33]1[CH:38]=[CH:37][C:36]([OH:39])=[C:35]([CH2:40][OH:41])[CH:34]=1)[CH2:10][CH2:11][CH2:12][CH2:13][CH2:14][CH2:15][O:16][CH2:17][CH2:18][CH2:19][CH2:20][C:21]1[CH:22]=[C:23]([S:27]([NH2:30])(=[O:29])=[O:28])[CH:24]=[CH:25][CH:26]=1)C1C=CC=CC=1.C(N(C[C@@H](C1C=CC2OC(C)(C)OCC=2C=1)O)CCCCCCOCCCCC1C=C(S(N)(=O)=O)C=CC=1)C1C=CC=CC=1, predict the reaction product. The product is: [OH:42][C@H:32]([C:33]1[CH:38]=[CH:37][C:36]([OH:39])=[C:35]([CH2:40][OH:41])[CH:34]=1)[CH2:31][NH:9][CH2:10][CH2:11][CH2:12][CH2:13][CH2:14][CH2:15][O:16][CH2:17][CH2:18][CH2:19][CH2:20][C:21]1[CH:22]=[C:23]([S:27]([NH2:30])(=[O:29])=[O:28])[CH:24]=[CH:25][CH:26]=1. (4) Given the reactants C(S[C:4]1[S:8][C:7]([C:9]2[CH:18]=[CH:17][C:16]3[C:11](=[CH:12][CH:13]=[C:14]([O:19][CH3:20])[CH:15]=3)[C:10]=2[O:21][C:22]2[CH:36]=[CH:35][C:25]([O:26][CH2:27][CH2:28][N:29]3[CH2:34][CH2:33][CH2:32][CH2:31][CH2:30]3)=[CH:24][CH:23]=2)=[CH:6][CH:5]=1)C.O1CC[CH2:39][CH2:38]1.[S:42]([OH:46])([O-])(=O)=[O:43].S(O)(OO)(=O)=O.[K+].[ClH:54], predict the reaction product. The product is: [ClH:54].[CH2:38]([S:42]([C:4]1[S:8][C:7]([C:9]2[CH:18]=[CH:17][C:16]3[C:11](=[CH:12][CH:13]=[C:14]([O:19][CH3:20])[CH:15]=3)[C:10]=2[O:21][C:22]2[CH:23]=[CH:24][C:25]([O:26][CH2:27][CH2:28][N:29]3[CH2:30][CH2:31][CH2:32][CH2:33][CH2:34]3)=[CH:35][CH:36]=2)=[CH:6][CH:5]=1)(=[O:46])=[O:43])[CH3:39].